From a dataset of Full USPTO retrosynthesis dataset with 1.9M reactions from patents (1976-2016). Predict the reactants needed to synthesize the given product. (1) Given the product [C:14]([C:6]1[C:2]([CH3:1])=[C:3]([C:8]#[N:9])[NH:4][C:5]=1[CH3:7])(=[O:15])[CH3:16], predict the reactants needed to synthesize it. The reactants are: [CH3:1][C:2]1[CH:6]=[C:5]([CH3:7])[NH:4][C:3]=1[C:8]#[N:9].[Al+3].[Cl-].[Cl-].[Cl-].[C:14](Cl)([CH3:16])=[O:15]. (2) Given the product [C:30]([O:31][CH2:27][C:26](=[O:29])[C:5]1[C@:21]2([CH3:22])[CH:8]([CH:9]3[C:18](=[CH:19][CH2:20]2)[C@:17]2([CH3:23])[C:12](=[CH:13][C:14](=[O:24])[CH:15]=[CH:16]2)[C@@H:11]([CH3:25])[CH2:10]3)[CH2:7][CH:6]=1)(=[O:33])[CH3:34], predict the reactants needed to synthesize it. The reactants are: C(O[C:5]1([C:26](=[O:29])[CH2:27]O)[C@:21]2([CH3:22])[CH:8]([CH:9]3[C:18](=[CH:19][CH2:20]2)[C@:17]2([CH3:23])[C:12](=[CH:13][C:14](=[O:24])[CH:15]=[CH:16]2)[C@@H:11]([CH3:25])[CH2:10]3)[CH2:7][CH2:6]1)(=O)C.[C:30](=[O:33])([O-])[O-:31].[CH3:34]N(C)C=O.